From a dataset of Peptide-MHC class II binding affinity with 134,281 pairs from IEDB. Regression. Given a peptide amino acid sequence and an MHC pseudo amino acid sequence, predict their binding affinity value. This is MHC class II binding data. (1) The MHC is DRB5_0101 with pseudo-sequence DRB5_0101. The peptide sequence is GEIGAIALDFKPGTS. The binding affinity (normalized) is 0.132. (2) The peptide sequence is NKVKSLRILNTRRKL. The MHC is DRB1_0802 with pseudo-sequence DRB1_0802. The binding affinity (normalized) is 0. (3) The peptide sequence is HMQDKTMVKKWRDVP. The MHC is DRB3_0301 with pseudo-sequence DRB3_0301. The binding affinity (normalized) is 0.289.